From a dataset of Catalyst prediction with 721,799 reactions and 888 catalyst types from USPTO. Predict which catalyst facilitates the given reaction. (1) Reactant: [CH3:1][C:2]1[CH:7]=[CH:6][C:5]([C:8]2[CH:13]=[C:12]([C:14](=[O:24])[NH:15][CH2:16][C:17]3[CH:18]=[N:19][C:20]([CH3:23])=[CH:21][CH:22]=3)[CH:11]=[C:10]([C:25](O)=[O:26])[CH:9]=2)=[CH:4][CH:3]=1.[CH2:28]1[C@@H:32]2[CH2:33][NH:34][CH2:35][C@@H:31]2[CH2:30][N:29]1C(OC(C)(C)C)=O.F[P-](F)(F)(F)(F)F.C[N+](C)=C(N(C)C)ON1C2N=CC=CC=2N=N1.C(N(CC)C(C)C)(C)C.FC(F)(F)C(O)=O. Product: [CH3:1][C:2]1[CH:3]=[CH:4][C:5]([C:8]2[CH:9]=[C:10]([C:25]([N:29]3[CH2:30][C@@H:31]4[C@@H:32]([CH2:33][NH:34][CH2:35]4)[CH2:28]3)=[O:26])[CH:11]=[C:12]([C:14]([NH:15][CH2:16][C:17]3[CH:18]=[N:19][C:20]([CH3:23])=[CH:21][CH:22]=3)=[O:24])[CH:13]=2)=[CH:6][CH:7]=1. The catalyst class is: 454. (2) Product: [C:10]([O:9][C:7]([N:5]1[CH2:6][C:2]([F:1])([F:17])[CH2:3][CH:4]1[CH2:14][C:15]([OH:18])=[O:16])=[O:8])([CH3:11])([CH3:12])[CH3:13]. Reactant: [F:1][C:2]1([F:17])[CH2:6][N:5]([C:7]([O:9][C:10]([CH3:13])([CH3:12])[CH3:11])=[O:8])[CH:4]([CH2:14][CH:15]=[O:16])[CH2:3]1.[O-:18][Mn](=O)(=O)=O.[K+]. The catalyst class is: 21. (3) Reactant: [I-].[CH3:2][P+](C1C=CC=CC=1)(C1C=CC=CC=1)C1C=CC=CC=1.[F:22][CH:23]([F:33])[O:24][C:25]1[CH:32]=[CH:31][C:28]([CH:29]=O)=[CH:27][CH:26]=1. Product: [F:22][CH:23]([F:33])[O:24][C:25]1[CH:32]=[CH:31][C:28]([CH:29]=[CH2:2])=[CH:27][CH:26]=1. The catalyst class is: 27. (4) Reactant: [Cl:1][C:2]1[C:7]([N+:8]([O-:10])=[O:9])=[CH:6][CH:5]=[CH:4][N:3]=1.[Li+].[Cl-].Br[CH:14]1[CH2:19][CH2:18][CH2:17][CH:16]=[CH:15]1.C([Cu])#N. Product: [Cl:1][C:2]1[C:7]([N+:8]([O-:10])=[O:9])=[C:6]([CH:19]2[CH2:18][CH2:17][CH2:16][CH:15]=[CH:14]2)[CH:5]=[CH:4][N:3]=1. The catalyst class is: 1. (5) Reactant: [C:1]([O:5][C:6]([N:8]1[CH2:13][CH2:12][CH2:11][C@@H:10]([NH:14][C:15]2[C:23]3[C:18](=[N:19][CH:20]=[CH:21][C:22]=3[O:24][C:25]3[CH:33]=[CH:32][C:28]([C:29](O)=[O:30])=[CH:27][CH:26]=3)[N:17]([CH2:34][C:35]3[CH:40]=[CH:39][C:38]([O:41][CH3:42])=[CH:37][CH:36]=3)[N:16]=2)[CH2:9]1)=[O:7])([CH3:4])([CH3:3])[CH3:2].[F:43][C:44]([F:53])([F:52])[C:45]1[CH:50]=[CH:49][N:48]=[C:47]([NH2:51])[CH:46]=1.O=P(Cl)(Cl)Cl.C([O-])(O)=O.[Na+]. Product: [CH3:42][O:41][C:38]1[CH:39]=[CH:40][C:35]([CH2:34][N:17]2[C:18]3=[N:19][CH:20]=[CH:21][C:22]([O:24][C:25]4[CH:33]=[CH:32][C:28]([C:29](=[O:30])[NH:51][C:47]5[CH:46]=[C:45]([C:44]([F:52])([F:43])[F:53])[CH:50]=[CH:49][N:48]=5)=[CH:27][CH:26]=4)=[C:23]3[C:15]([NH:14][CH:10]3[CH2:11][CH2:12][CH2:13][N:8]([C:6]([O:5][C:1]([CH3:4])([CH3:2])[CH3:3])=[O:7])[CH2:9]3)=[N:16]2)=[CH:36][CH:37]=1. The catalyst class is: 300. (6) Reactant: CCOC(/N=N/C(OCC)=O)=O.[C:13]1(P([C:13]2[CH:18]=[CH:17][CH:16]=[CH:15][CH:14]=2)[C:13]2[CH:18]=[CH:17][CH:16]=[CH:15][CH:14]=2)[CH:18]=[CH:17][CH:16]=[CH:15][CH:14]=1.[NH2:32][C:33]1[C:38]([C:39]2[CH:44]=[CH:43][C:42]([OH:45])=[CH:41][CH:40]=2)=[CH:37][CH:36]=[CH:35][N:34]=1.C1(O)CCCCC1. Product: [CH:13]1([O:45][C:42]2[CH:43]=[CH:44][C:39]([C:38]3[C:33]([NH2:32])=[N:34][CH:35]=[CH:36][CH:37]=3)=[CH:40][CH:41]=2)[CH2:18][CH2:17][CH2:16][CH2:15][CH2:14]1. The catalyst class is: 1.